This data is from Reaction yield outcomes from USPTO patents with 853,638 reactions. The task is: Predict the reaction yield, written as a fraction of the theoretical maximum amount of product (1.0 means a 100% yield; for example, 0.34 means a 34% yield). (1) The reactants are [CH2:1]([N:8]([CH2:13][C:14]#[N:15])[C:9]([CH3:12])([CH3:11])[CH3:10])[C:2]1[CH:7]=[CH:6][CH:5]=[CH:4][CH:3]=1.[H-].[Al+3].[Li+].[H-].[H-].[H-].O.[OH-].[Na+]. The catalyst is O1CCCC1. The product is [CH2:1]([N:8]([C:9]([CH3:12])([CH3:11])[CH3:10])[CH2:13][CH2:14][NH2:15])[C:2]1[CH:7]=[CH:6][CH:5]=[CH:4][CH:3]=1. The yield is 0.960. (2) The reactants are [OH:1][CH2:2][C:3]1[CH:10]=[C:9]([CH3:11])[C:6]([C:7]#[N:8])=[C:5]([O:12][CH3:13])[N:4]=1. The catalyst is CC(O)=O.C(O)C.[Ni]. The product is [NH2:8][CH2:7][C:6]1[C:9]([CH3:11])=[CH:10][C:3]([CH2:2][OH:1])=[N:4][C:5]=1[O:12][CH3:13]. The yield is 0.587. (3) The reactants are [C:1]([O:5][C:6]([N:8]1[C@H:12]([C:13]([OH:15])=O)[CH2:11][S:10][CH2:9]1)=[O:7])([CH3:4])([CH3:3])[CH3:2].O.O[N:18]1C2C=CC=CC=2N=N1.O.N. The catalyst is C(Cl)Cl.CN(C=O)C. The product is [C:1]([O:5][C:6]([N:8]1[C@H:12]([C:13]([NH2:18])=[O:15])[CH2:11][S:10][CH2:9]1)=[O:7])([CH3:4])([CH3:3])[CH3:2]. The yield is 0.710. (4) The reactants are [C:1]1([C:7]2[CH:12]=[CH:11][C:10]([C:13]3(O)[CH2:18][CH2:17][CH2:16][CH2:15][CH2:14]3)=[CH:9][CH:8]=2)[CH:6]=[CH:5][CH:4]=[CH:3][CH:2]=1.C1(C)C=CC(S(O)(=O)=O)=CC=1. The catalyst is C1(C)C=CC=CC=1. The product is [C:13]1([C:10]2[CH:9]=[CH:8][C:7]([C:1]3[CH:6]=[CH:5][CH:4]=[CH:3][CH:2]=3)=[CH:12][CH:11]=2)[CH2:18][CH2:17][CH2:16][CH2:15][CH:14]=1. The yield is 0.990. (5) The reactants are [N:1]1([C:7]2[C:8]3[N:9]([CH:15]=[C:16]([C:18]4[CH:23]=[CH:22][N:21]=[CH:20][CH:19]=4)[N:17]=3)[N:10]=[C:11]([NH:13][NH2:14])[CH:12]=2)[CH2:6][CH2:5][O:4][CH2:3][CH2:2]1.[F:24][CH2:25][C:26]1[CH:33]=[CH:32][C:29]([CH:30]=O)=[CH:28][CH:27]=1. The catalyst is C(O)C. The product is [F:24][CH2:25][C:26]1[CH:33]=[CH:32][C:29]([CH:30]=[N:14][NH:13][C:11]2[CH:12]=[C:7]([N:1]3[CH2:2][CH2:3][O:4][CH2:5][CH2:6]3)[C:8]3[N:9]([CH:15]=[C:16]([C:18]4[CH:23]=[CH:22][N:21]=[CH:20][CH:19]=4)[N:17]=3)[N:10]=2)=[CH:28][CH:27]=1. The yield is 0.880. (6) The reactants are Br[C:2]1[CH:7]=[CH:6][C:5]([S:8]([NH:11][CH:12]([CH3:14])[CH3:13])(=[O:10])=[O:9])=[C:4]([O:15][C:16]([F:19])([F:18])[F:17])[CH:3]=1.[C:20]([C:22]1[N:26]([CH3:27])[C:25](B(O)O)=[CH:24][CH:23]=1)#[N:21].[F-].[K+]. The catalyst is C1C=CC(/C=C/C(/C=C/C2C=CC=CC=2)=O)=CC=1.C1C=CC(/C=C/C(/C=C/C2C=CC=CC=2)=O)=CC=1.C1C=CC(/C=C/C(/C=C/C2C=CC=CC=2)=O)=CC=1.[Pd].[Pd].C(P(C(C)(C)C)C(C)(C)C)(C)(C)C. The product is [C:20]([C:22]1[N:26]([CH3:27])[C:25]([C:2]2[CH:7]=[CH:6][C:5]([S:8]([NH:11][CH:12]([CH3:14])[CH3:13])(=[O:10])=[O:9])=[C:4]([O:15][C:16]([F:19])([F:18])[F:17])[CH:3]=2)=[CH:24][CH:23]=1)#[N:21]. The yield is 0.350. (7) The reactants are C(OC([NH:8][CH2:9][C:10]1[C:11]([Cl:24])=[C:12]([CH:21]=[CH:22][CH:23]=1)[C:13]([NH:15][C:16]1[NH:17][CH:18]=[CH:19][N:20]=1)=[O:14])=O)(C)(C)C.[ClH:25]. The catalyst is CCOC(C)=O. The product is [ClH:24].[ClH:25].[NH2:8][CH2:9][C:10]1[CH:23]=[CH:22][C:21]([Cl:25])=[C:12]([CH:11]=1)[C:13]([NH:15][C:16]1[NH:17][CH:18]=[CH:19][N:20]=1)=[O:14]. The yield is 1.00. (8) The reactants are [CH3:1][C:2]1[C:7]([N+:8]([O-:10])=[O:9])=[C:6]([CH3:11])[N:5]=[C:4]([NH:12][CH2:13][C:14]([O:16]CC)=[O:15])[N:3]=1.[OH-].[Na+]. The catalyst is O1CCOCC1. The product is [CH3:11][C:6]1[C:7]([N+:8]([O-:10])=[O:9])=[C:2]([CH3:1])[N:3]=[C:4]([NH:12][CH2:13][C:14]([OH:16])=[O:15])[N:5]=1. The yield is 0.750. (9) The reactants are Cl[CH2:2][CH2:3][CH2:4][CH2:5][N:6]1[C:10]2[CH:11]=[CH:12][CH:13]=[CH:14][C:9]=2[N:8]=[N:7]1.[CH:15]1([CH:21]2[CH2:26][CH2:25][NH:24][CH2:23][CH2:22]2)[CH2:20][CH2:19][CH2:18][CH2:17][CH2:16]1.C(N(C(C)C)CC)(C)C.[I-].[K+]. The catalyst is C(#N)C. The product is [N:6]1([CH2:5][CH2:4][CH2:3][CH2:2][N:24]2[CH2:25][CH2:26][CH:21]([CH:15]3[CH2:20][CH2:19][CH2:18][CH2:17][CH2:16]3)[CH2:22][CH2:23]2)[C:10]2[CH:11]=[CH:12][CH:13]=[CH:14][C:9]=2[N:8]=[N:7]1. The yield is 0.637. (10) The reactants are C(O[C:4]([C:6]1([CH2:20][CH2:21]OC)[CH2:11][CH2:10][N:9]([CH2:12][C:13]2[CH:18]=[CH:17][CH:16]=[CH:15][CH:14]=2)[CH2:8][CH:7]1[OH:19])=[O:5])C.[F:24][C:25]([F:35])([F:34])[O:26][C:27]1[CH:33]=[CH:32][C:30]([NH2:31])=[CH:29][CH:28]=1.[Cl-].C[Al+]C. The catalyst is C1(C)C=CC=CC=1. The product is [CH2:12]([N:9]1[CH2:10][CH2:11][C:6]2([C:4](=[O:5])[N:31]([C:30]3[CH:32]=[CH:33][C:27]([O:26][C:25]([F:24])([F:34])[F:35])=[CH:28][CH:29]=3)[CH2:21][CH2:20]2)[CH:7]([OH:19])[CH2:8]1)[C:13]1[CH:14]=[CH:15][CH:16]=[CH:17][CH:18]=1. The yield is 0.770.